This data is from Forward reaction prediction with 1.9M reactions from USPTO patents (1976-2016). The task is: Predict the product of the given reaction. (1) The product is: [Br:16][CH2:2][C:3]1[S:7][C:6]([C:8]2[CH:15]=[CH:14][CH:13]=[CH:12][C:9]=2[C:10]#[N:11])=[CH:5][CH:4]=1. Given the reactants O[CH2:2][C:3]1[S:7][C:6]([C:8]2[CH:15]=[CH:14][CH:13]=[CH:12][C:9]=2[C:10]#[N:11])=[CH:5][CH:4]=1.[Br-:16].[Br-].[Br-].P, predict the reaction product. (2) The product is: [NH2:14][C:10]1[N:11]=[CH:12][N:13]=[C:8]([N:2]2[CH2:5][CH:4]([OH:6])[CH2:3]2)[CH:9]=1. Given the reactants Cl.[NH:2]1[CH2:5][CH:4]([OH:6])[CH2:3]1.Cl[C:8]1[N:13]=[CH:12][N:11]=[C:10]([NH2:14])[CH:9]=1, predict the reaction product. (3) Given the reactants [NH2:1][C:2]1[CH:3]=[CH:4][C:5]([C:9]2[O:13][N:12]=[C:11]([C:14]3[C:19]([CH3:20])=[CH:18][CH:17]=[CH:16][N:15]=3)[N:10]=2)=[C:6]([OH:8])[CH:7]=1.[CH:21](=O)[C:22]1[CH:27]=[CH:26][CH:25]=[CH:24][CH:23]=1.C(O)(=O)C.[BH4-].[Na+], predict the reaction product. The product is: [CH2:21]([NH:1][C:2]1[CH:3]=[CH:4][C:5]([C:9]2[O:13][N:12]=[C:11]([C:14]3[C:19]([CH3:20])=[CH:18][CH:17]=[CH:16][N:15]=3)[N:10]=2)=[C:6]([OH:8])[CH:7]=1)[C:22]1[CH:27]=[CH:26][CH:25]=[CH:24][CH:23]=1. (4) Given the reactants Cl[C:2]1[N:3]=[C:4]([N:23]2[CH2:28][CH2:27][O:26][CH2:25][CH2:24]2)[C:5]2[S:10][C:9]([CH:11]([N:13]3[CH2:18][CH2:17][N:16]([S:19]([CH3:22])(=[O:21])=[O:20])[CH2:15][CH2:14]3)[CH3:12])=[CH:8][C:6]=2[N:7]=1.[NH2:29][C:30]1[N:35]=[CH:34][C:33](B2OC(C)(C)C(C)(C)O2)=[CH:32][N:31]=1, predict the reaction product. The product is: [O:26]1[CH2:27][CH2:28][N:23]([C:4]2[C:5]3[S:10][C:9]([CH:11]([N:13]4[CH2:18][CH2:17][N:16]([S:19]([CH3:22])(=[O:21])=[O:20])[CH2:15][CH2:14]4)[CH3:12])=[CH:8][C:6]=3[N:7]=[C:2]([C:33]3[CH:32]=[N:31][C:30]([NH2:29])=[N:35][CH:34]=3)[N:3]=2)[CH2:24][CH2:25]1. (5) Given the reactants [N:1]1([C:7]2[CH:12]=[CH:11][C:10]([NH:13][C:14]3[C:23]4[C:18](=[CH:19][CH:20]=[C:21]([C:24](O)=[O:25])[CH:22]=4)[N:17]=[CH:16][N:15]=3)=[CH:9][CH:8]=2)[CH2:6][CH2:5][O:4][CH2:3][CH2:2]1.C(N(CC)CC)C.[CH3:34][O:35][C:36]1[CH:43]=[CH:42][C:39]([CH2:40][NH2:41])=[CH:38][CH:37]=1.O, predict the reaction product. The product is: [CH3:34][O:35][C:36]1[CH:43]=[CH:42][C:39]([CH2:40][NH:41][C:24]([C:21]2[CH:22]=[C:23]3[C:18](=[CH:19][CH:20]=2)[N:17]=[CH:16][N:15]=[C:14]3[NH:13][C:10]2[CH:11]=[CH:12][C:7]([N:1]3[CH2:2][CH2:3][O:4][CH2:5][CH2:6]3)=[CH:8][CH:9]=2)=[O:25])=[CH:38][CH:37]=1.